Dataset: Reaction yield outcomes from USPTO patents with 853,638 reactions. Task: Predict the reaction yield, written as a fraction of the theoretical maximum amount of product (1.0 means a 100% yield; for example, 0.34 means a 34% yield). The reactants are [C:1]([O:4][C@H:5]([CH:18]1[CH2:20][O:19]1)[CH2:6][C@@H:7]([O:10][Si:11]([C:14]([CH3:17])([CH3:16])[CH3:15])([CH3:13])[CH3:12])[C:8]#[CH:9])(=[O:3])[CH3:2].N1C(C)=CC(C)=CC=1C.Cl. The catalyst is [CH-]1C=CC=C1.[CH-]1C=CC=C1.Cl[Ti]Cl.C1COCC1. The product is [C:1]([O:4][C@H:5]1[CH2:6][C@@H:7]([O:10][Si:11]([C:14]([CH3:15])([CH3:16])[CH3:17])([CH3:12])[CH3:13])[C:8](=[CH2:9])[C@@H:18]1[CH2:20][OH:19])(=[O:3])[CH3:2]. The yield is 0.420.